This data is from Full USPTO retrosynthesis dataset with 1.9M reactions from patents (1976-2016). The task is: Predict the reactants needed to synthesize the given product. (1) Given the product [F:1][C:2]1[C:7]([C:8]2[CH:9]=[C:10]([CH2:24][N:25]([CH3:33])[C:26](=[O:32])[O:27][C:28]([CH3:29])([CH3:30])[CH3:31])[S:11][C:12]=2[S:13]([C:16]2[CH:21]=[CH:20][CH:19]=[C:18]([CH2:22][OH:23])[CH:17]=2)(=[O:14])=[O:15])=[CH:6][CH:5]=[CH:4][N:3]=1, predict the reactants needed to synthesize it. The reactants are: [F:1][C:2]1[C:7]([C:8]2[CH:9]=[C:10]([CH2:24][N:25]([CH3:33])[C:26](=[O:32])[O:27][C:28]([CH3:31])([CH3:30])[CH3:29])[S:11][C:12]=2[S:13]([C:16]2[CH:21]=[CH:20][CH:19]=[C:18]([CH:22]=[O:23])[CH:17]=2)(=[O:15])=[O:14])=[CH:6][CH:5]=[CH:4][N:3]=1.[BH4-].[Na+].C(O)C.Cl. (2) The reactants are: [CH:1]1([CH2:4][OH:5])[CH2:3][CH2:2]1.[H-].[Na+].[Br:8][C:9]1[C:10](Cl)=[N:11][CH:12]=[C:13]([S:15]([CH3:18])(=[O:17])=[O:16])[CH:14]=1. Given the product [Br:8][C:9]1[C:10]([O:5][CH2:4][CH:1]2[CH2:3][CH2:2]2)=[N:11][CH:12]=[C:13]([S:15]([CH3:18])(=[O:16])=[O:17])[CH:14]=1, predict the reactants needed to synthesize it.